This data is from Peptide-MHC class II binding affinity with 134,281 pairs from IEDB. The task is: Regression. Given a peptide amino acid sequence and an MHC pseudo amino acid sequence, predict their binding affinity value. This is MHC class II binding data. (1) The MHC is HLA-DQA10501-DQB10201 with pseudo-sequence HLA-DQA10501-DQB10201. The peptide sequence is IFSQNMNIKLQMPLY. The binding affinity (normalized) is 0.397. (2) The peptide sequence is LHGVRDGLVRDANNY. The MHC is DRB1_0301 with pseudo-sequence DRB1_0301. The binding affinity (normalized) is 0. (3) The peptide sequence is MSFVTTQPEALAAAA. The MHC is DRB1_1602 with pseudo-sequence DRB1_1602. The binding affinity (normalized) is 0.575. (4) The peptide sequence is LPAIVREAIKRRLRT. The binding affinity (normalized) is 0.525. The MHC is DRB1_0101 with pseudo-sequence DRB1_0101.